This data is from Forward reaction prediction with 1.9M reactions from USPTO patents (1976-2016). The task is: Predict the product of the given reaction. (1) Given the reactants [C:1]([C:4]1[C:5]([O:23][CH3:24])=[C:6]([CH:12]2[CH2:15][N:14]([C:16]([O:18][C:19]([CH3:22])([CH3:21])[CH3:20])=[O:17])[CH2:13]2)[C:7]([CH3:11])=[C:8]([Cl:10])[CH:9]=1)(=O)[CH3:2].C([O-])(=O)C.[NH4+].C([BH3-])#[N:31].[Na+].C1COCC1, predict the reaction product. The product is: [NH2:31][CH:1]([C:4]1[C:5]([O:23][CH3:24])=[C:6]([CH:12]2[CH2:15][N:14]([C:16]([O:18][C:19]([CH3:22])([CH3:21])[CH3:20])=[O:17])[CH2:13]2)[C:7]([CH3:11])=[C:8]([Cl:10])[CH:9]=1)[CH3:2]. (2) Given the reactants Br[C:2]1[CH:7]=[CH:6][CH:5]=[C:4]([CH3:8])[N:3]=1.[NH2:9][C@H:10]1[C:19]2[C:14](=[CH:15][CH:16]=[C:17]([O:20][CH:21]3[CH2:26][CH2:25][O:24][CH2:23][CH2:22]3)[CH:18]=2)[N:13]([C:27](=[O:29])[CH3:28])[C@@H:12]([CH:30]2[CH2:32][CH2:31]2)[C@@H:11]1[CH3:33].CN(C1C(C2C(P(C3CCCCC3)C3CCCCC3)=CC=CC=2)=CC=CC=1)C.CC(C)([O-])C.[Na+], predict the reaction product. The product is: [CH:30]1([C@H:12]2[C@H:11]([CH3:33])[C@@H:10]([NH:9][C:2]3[CH:7]=[CH:6][CH:5]=[C:4]([CH3:8])[N:3]=3)[C:19]3[C:14](=[CH:15][CH:16]=[C:17]([O:20][CH:21]4[CH2:22][CH2:23][O:24][CH2:25][CH2:26]4)[CH:18]=3)[N:13]2[C:27](=[O:29])[CH3:28])[CH2:31][CH2:32]1.